This data is from Reaction yield outcomes from USPTO patents with 853,638 reactions. The task is: Predict the reaction yield, written as a fraction of the theoretical maximum amount of product (1.0 means a 100% yield; for example, 0.34 means a 34% yield). (1) The reactants are [C:1]([OH:9])(=O)[C:2]1[CH:7]=[CH:6][CH:5]=[N:4][CH:3]=1.C(Cl)(=O)C(Cl)=O.[NH2:16][CH2:17][CH2:18][NH:19][C:20](=[O:26])[O:21][C:22]([CH3:25])([CH3:24])[CH3:23].CCN(CC)CC. The catalyst is C(Cl)Cl.CN(C=O)C. The product is [C:1]([NH:16][CH2:17][CH2:18][NH:19][C:20](=[O:26])[O:21][C:22]([CH3:24])([CH3:23])[CH3:25])(=[O:9])[C:2]1[CH:7]=[CH:6][CH:5]=[N:4][CH:3]=1. The yield is 0.740. (2) The reactants are CS(C)=O.C(Cl)(=O)C(Cl)=O.[CH2:11]([N:18]1[CH:23]([CH3:24])[CH2:22][O:21][C@H:20]([CH2:25][OH:26])[CH2:19]1)[C:12]1[CH:17]=[CH:16][CH:15]=[CH:14][CH:13]=1.C(N(CC)CC)C. The catalyst is C(Cl)Cl.O. The product is [CH2:11]([N:18]1[CH:23]([CH3:24])[CH2:22][O:21][C@H:20]([CH:25]=[O:26])[CH2:19]1)[C:12]1[CH:13]=[CH:14][CH:15]=[CH:16][CH:17]=1. The yield is 0.840.